This data is from Full USPTO retrosynthesis dataset with 1.9M reactions from patents (1976-2016). The task is: Predict the reactants needed to synthesize the given product. (1) Given the product [F:1][C:2]1[CH:3]=[C:4]2[C:9](=[CH:10][C:11]=1[F:12])[N:8]=[C:7]([N:13]1[CH2:14][CH:15]3[CH2:16][N:17]([C:28]([C:27]4[CH:31]=[C:23]([O:22][CH3:21])[CH:24]=[CH:25][C:26]=4[N:32]4[N:36]=[CH:35][CH:34]=[N:33]4)=[O:29])[CH2:18][CH:19]3[CH2:20]1)[CH:6]=[N:5]2, predict the reactants needed to synthesize it. The reactants are: [F:1][C:2]1[CH:3]=[C:4]2[C:9](=[CH:10][C:11]=1[F:12])[N:8]=[C:7]([N:13]1[CH2:20][CH:19]3[CH:15]([CH2:16][NH:17][CH2:18]3)[CH2:14]1)[CH:6]=[N:5]2.[CH3:21][O:22][C:23]1[CH:24]=[CH:25][C:26]([N:32]2[N:36]=[CH:35][CH:34]=[N:33]2)=[C:27]([CH:31]=1)[C:28](O)=[O:29]. (2) Given the product [F:19][C:20]1[CH:25]=[CH:24][C:23]([F:26])=[CH:22][C:21]=1[C:27]1=[CH:28][C:29]2[C:30]([CH:35]([OH:38])[CH2:36][CH2:37]1)=[N:31][CH:32]=[CH:33][CH:34]=2, predict the reactants needed to synthesize it. The reactants are: CCCC[N+](CCCC)(CCCC)CCCC.[F-].[F:19][C:20]1[CH:25]=[CH:24][C:23]([F:26])=[CH:22][C:21]=1[C:27]1=[CH:28][C:29]2[C:30]([CH:35]([O:38][Si](C(C)C)(C(C)C)C(C)C)[CH2:36][CH2:37]1)=[N:31][CH:32]=[CH:33][CH:34]=2. (3) Given the product [NH2:19][CH:5]([C:4]1[CH:7]=[CH:8][C:9]([O:10][C:11]([F:14])([F:13])[F:12])=[C:2]([F:1])[CH:3]=1)[C:15]([OH:16])=[O:18], predict the reactants needed to synthesize it. The reactants are: [F:1][C:2]1[CH:3]=[C:4]([CH:7]=[CH:8][C:9]=1[O:10][C:11]([F:14])([F:13])[F:12])[CH:5]=O.[C:15](=[O:18])([O-])[O-:16].[NH4+:19].[NH4+].C(O)C.[C-]#N.[K+]. (4) Given the product [OH:37][C@H:36]([C:38]1[CH:43]=[CH:42][CH:41]=[CH:40][CH:39]=1)[CH2:35][NH:34][C:16]([C@@H:9]1[CH2:10][C:11](=[N:13][O:14][CH3:15])[CH2:12][N:8]1[C:6](=[O:7])[C:28]1[CH:27]=[CH:26][C:25]([C:22]2[CH:21]=[CH:20][N:19]=[CH:24][CH:23]=2)=[CH:33][CH:32]=1)=[O:18], predict the reactants needed to synthesize it. The reactants are: C(O[C:6]([N:8]1[CH2:12][C:11](=[N:13][O:14][CH3:15])[CH2:10][C@H:9]1[C:16]([OH:18])=O)=[O:7])(C)(C)C.[N:19]1[CH:24]=[CH:23][C:22]([C:25]2[CH:33]=[CH:32][C:28](C(O)=O)=[CH:27][CH:26]=2)=[CH:21][CH:20]=1.[NH2:34][CH2:35][C@@H:36]([C:38]1[CH:43]=[CH:42][CH:41]=[CH:40][CH:39]=1)[OH:37]. (5) Given the product [CH2:2]([O:5][C:6](=[O:19])[NH:7][C:8]1[C:9]([CH3:18])=[CH:10][C:11]([NH2:15])=[CH:12][C:13]=1[CH3:14])[CH2:3][CH3:4], predict the reactants needed to synthesize it. The reactants are: Cl.[CH2:2]([O:5][C:6](=[O:19])[NH:7][C:8]1[C:13]([CH3:14])=[CH:12][C:11]([N+:15]([O-])=O)=[CH:10][C:9]=1[CH3:18])[CH2:3][CH3:4].N. (6) Given the product [F:21][C:2]([F:1])([C:17]([F:20])([F:19])[F:18])[C:3]([F:15])([F:16])[C:4]1[NH:9][C:8](=[O:10])[C:7]([C:11]([NH:9][CH2:8][CH2:7][CH3:6])=[O:12])=[CH:6][CH:5]=1, predict the reactants needed to synthesize it. The reactants are: [F:1][C:2]([F:21])([C:17]([F:20])([F:19])[F:18])[C:3]([F:16])([F:15])[C:4]1[NH:9][C:8](=[O:10])[C:7]([C:11](OC)=[O:12])=[CH:6][CH:5]=1.Cl. (7) Given the product [CH3:9][C:4]1([CH3:3])[C:13]2[C:14](=[N:15][CH:17]=[CH:22][CH:23]=2)[NH:6][C:5]1=[O:29], predict the reactants needed to synthesize it. The reactants are: N1[C:5]2=[N:6]C=C[CH:9]=[C:4]2[CH2:3]C1=O.[CH3:14][N:15]([CH3:17])[CH2:13][CH2:14][N:15]([CH3:17])[CH3:13].[Li]CC[CH2:22][CH3:23].CI.C1C[O:29]CC1. (8) The reactants are: [C:1]([N:11]1[CH2:18][CH2:17][CH2:16][C@@H:12]1[C:13]([OH:15])=O)([O:3][CH2:4][C:5]1[CH:10]=[CH:9][CH:8]=[CH:7][CH:6]=1)=[O:2].CCN=C=N[CH2:24][CH2:25][CH2:26][N:27](C)C.C1C=CC2N(O)N=NC=2C=1.C1(N)CC1.C(=O)(O)[O-].[Na+]. Given the product [CH2:4]([O:3][C:1]([N:11]1[CH2:18][CH2:17][CH2:16][C@@H:12]1[C:13](=[O:15])[NH:27][CH:26]1[CH2:24][CH2:25]1)=[O:2])[C:5]1[CH:6]=[CH:7][CH:8]=[CH:9][CH:10]=1, predict the reactants needed to synthesize it. (9) Given the product [O:24]([CH2:31][C:32]([C:34]1[CH:35]=[CH:36][CH:37]=[CH:38][CH:39]=1)=[O:33])[C:25]1[CH:26]=[CH:27][CH:28]=[CH:29][CH:30]=1.[CH2:3]([OH:4])[CH3:2], predict the reactants needed to synthesize it. The reactants are: Br[CH2:2][C:3](C1C=CC=CC=1)=[O:4].C1(O)C=CC=CC=1.C([O-])([O-])=O.[K+].[K+].[O:24]([CH2:31][C:32]([C:34]1[CH:39]=[CH:38][CH:37]=[CH:36][CH:35]=1)=[O:33])[C:25]1[CH:30]=[CH:29][CH:28]=[CH:27][CH:26]=1.